This data is from Reaction yield outcomes from USPTO patents with 853,638 reactions. The task is: Predict the reaction yield, written as a fraction of the theoretical maximum amount of product (1.0 means a 100% yield; for example, 0.34 means a 34% yield). The reactants are [Br:1][C:2]1[CH:7]=[CH:6][C:5]([CH2:8][C@H:9]([NH:13]C(=O)OC(C)(C)C)[CH2:10][CH2:11][OH:12])=[CH:4][CH:3]=1.[ClH:21].O1CCOCC1. No catalyst specified. The product is [ClH:21].[NH2:13][C@@H:9]([CH2:8][C:5]1[CH:4]=[CH:3][C:2]([Br:1])=[CH:7][CH:6]=1)[CH2:10][CH2:11][OH:12]. The yield is 0.940.